From a dataset of Forward reaction prediction with 1.9M reactions from USPTO patents (1976-2016). Predict the product of the given reaction. Given the reactants C(O)C.O.[Si:5]([O:22][CH2:23][CH2:24][C@H:25]([O:27][C:28]1[CH:33]=[CH:32][CH:31]=[CH:30][C:29]=1[C:34]1[CH:39]=[CH:38][C:37]([C:40]([O:42]C)=[O:41])=[C:36]([Cl:44])[CH:35]=1)[CH3:26])([C:18]([CH3:21])([CH3:20])[CH3:19])([C:12]1[CH:17]=[CH:16][CH:15]=[CH:14][CH:13]=1)[C:6]1[CH:11]=[CH:10][CH:9]=[CH:8][CH:7]=1.[OH-].[Na+], predict the reaction product. The product is: [Si:5]([O:22][CH2:23][CH2:24][C@H:25]([O:27][C:28]1[CH:33]=[CH:32][CH:31]=[CH:30][C:29]=1[C:34]1[CH:39]=[CH:38][C:37]([C:40]([OH:42])=[O:41])=[C:36]([Cl:44])[CH:35]=1)[CH3:26])([C:18]([CH3:20])([CH3:21])[CH3:19])([C:12]1[CH:17]=[CH:16][CH:15]=[CH:14][CH:13]=1)[C:6]1[CH:7]=[CH:8][CH:9]=[CH:10][CH:11]=1.